Dataset: Forward reaction prediction with 1.9M reactions from USPTO patents (1976-2016). Task: Predict the product of the given reaction. (1) Given the reactants [C-]#N.[Na+].[CH2:4]([N:7]1[C:16]([C:17]#[N:18])=[C:15]([C:19]2[CH:24]=[CH:23][CH:22]=[C:21]([F:25])[CH:20]=2)[C:14]2[C:9](=[CH:10][CH:11]=[C:12]([O:26]C)[CH:13]=2)[C:8]1=[O:28])[CH:5]=[CH2:6].Cl, predict the reaction product. The product is: [CH2:4]([N:7]1[C:16]([C:17]#[N:18])=[C:15]([C:19]2[CH:24]=[CH:23][CH:22]=[C:21]([F:25])[CH:20]=2)[C:14]2[C:9](=[CH:10][CH:11]=[C:12]([OH:26])[CH:13]=2)[C:8]1=[O:28])[CH:5]=[CH2:6]. (2) Given the reactants [NH:1]1[CH:5]=[C:4]([C:6]2[N:11]=[N:10][C:9]([N:12]3[CH2:17][CH2:16][CH:15]([N:18]4[C:26]5[C:21](=[CH:22][CH:23]=[C:24]([F:27])[CH:25]=5)[CH2:20][CH2:19]4)[CH2:14][CH2:13]3)=[CH:8][CH:7]=2)[CH:3]=[N:2]1.[CH2:28]([O:30][CH2:31][CH2:32]Br)[CH3:29].C1COCC1.[H-].[Na+], predict the reaction product. The product is: [CH2:28]([O:30][CH2:31][CH2:32][N:1]1[CH:5]=[C:4]([C:6]2[N:11]=[N:10][C:9]([N:12]3[CH2:17][CH2:16][CH:15]([N:18]4[C:26]5[C:21](=[CH:22][CH:23]=[C:24]([F:27])[CH:25]=5)[CH2:20][CH2:19]4)[CH2:14][CH2:13]3)=[CH:8][CH:7]=2)[CH:3]=[N:2]1)[CH3:29]. (3) Given the reactants [OH-].[Li+].[CH:3]1([C@H:9]([NH:14][C:15]([C:17]2[CH:22]=[CH:21][C:20]([C:23]3[CH:28]=[CH:27][C:26]([O:29][CH3:30])=[C:25]([F:31])[CH:24]=3)=[CH:19][C:18]=2[NH:32][C:33]([NH:35][C:36]2[C:41]([CH3:42])=[CH:40][C:39]([CH3:43])=[CH:38][C:37]=2[CH3:44])=[O:34])=[O:16])[C:10]([O:12]C)=[O:11])[CH2:8][CH2:7][CH2:6][CH2:5][CH2:4]1.CO.O, predict the reaction product. The product is: [CH:3]1([C@H:9]([NH:14][C:15]([C:17]2[CH:22]=[CH:21][C:20]([C:23]3[CH:28]=[CH:27][C:26]([O:29][CH3:30])=[C:25]([F:31])[CH:24]=3)=[CH:19][C:18]=2[NH:32][C:33]([NH:35][C:36]2[C:37]([CH3:44])=[CH:38][C:39]([CH3:43])=[CH:40][C:41]=2[CH3:42])=[O:34])=[O:16])[C:10]([OH:12])=[O:11])[CH2:8][CH2:7][CH2:6][CH2:5][CH2:4]1. (4) Given the reactants [Cl:1][C:2]1[CH:3]=[C:4]([CH:16]=[CH:17][CH:18]=1)[CH2:5][C:6]1[O:10][N:9]=[C:8]([C:11]([O:13]CC)=O)[N:7]=1.Cl.[Cl:20][C:21]1[CH:22]=[C:23]2[C:27](=[CH:28][CH:29]=1)[NH:26][CH:25]=[C:24]2[CH2:30][CH2:31][NH2:32].CN(C(ON1N=NC2C=CC=NC1=2)=[N+](C)C)C.F[P-](F)(F)(F)(F)F.C(N(CC)C(C)C)(C)C, predict the reaction product. The product is: [Cl:20][C:21]1[CH:22]=[C:23]2[C:27](=[CH:28][CH:29]=1)[NH:26][CH:25]=[C:24]2[CH2:30][CH2:31][NH:32][C:11]([C:8]1[N:7]=[C:6]([CH2:5][C:4]2[CH:16]=[CH:17][CH:18]=[C:2]([Cl:1])[CH:3]=2)[O:10][N:9]=1)=[O:13]. (5) Given the reactants [NH2:1][C:2]([C:9]1[CH:18]=[CH:17][C:16]2[C:11](=[CH:12][CH:13]=[C:14]([O:19][CH2:20][CH2:21][CH2:22][CH2:23][CH2:24][CH2:25][CH3:26])[CH:15]=2)[N:10]=1)([CH3:8])[C:3](OCC)=[O:4].CO.O1CCCC1.[BH4-].[Na+], predict the reaction product. The product is: [NH2:1][C:2]([C:9]1[CH:18]=[CH:17][C:16]2[C:11](=[CH:12][CH:13]=[C:14]([O:19][CH2:20][CH2:21][CH2:22][CH2:23][CH2:24][CH2:25][CH3:26])[CH:15]=2)[N:10]=1)([CH3:8])[CH2:3][OH:4]. (6) Given the reactants ClC1C=CC(OC)=C(C=1)CC1C(=O)N(C(NC(CC)C(NCC(OC(C)(C)C)=O)=O)=O)CC(=O)NC1.ClC1C=CC(OC)=C(C=1)CC1C(=O)N(C(N[C@H](CC)C(O)=O)=O)CC(=O)NC1.[Cl:65][C:66]1[CH:74]=[CH:73][C:72]([S:75]([N:78]2[C:84](=[O:85])[CH:83]([CH2:86][C:87]3[CH:92]=[C:91]([Cl:93])[CH:90]=[CH:89][C:88]=3[O:94][CH3:95])[CH2:82][NH:81][C:80](=[O:96])[CH2:79]2)(=[O:77])=[O:76])=[CH:71][C:67]=1[C:68](O)=[O:69].Cl.C(OC(=O)CN)(C)(C)C.[CH3:107][NH:108][C:109]1[CH:114]=[CH:113][CH:112]=[CH:111][CH:110]=1, predict the reaction product. The product is: [Cl:65][C:66]1[CH:74]=[CH:73][C:72]([S:75]([N:78]2[C:84](=[O:85])[CH:83]([CH2:86][C:87]3[CH:92]=[C:91]([Cl:93])[CH:90]=[CH:89][C:88]=3[O:94][CH3:95])[CH2:82][NH:81][C:80](=[O:96])[CH2:79]2)(=[O:77])=[O:76])=[CH:71][C:67]=1[C:68]([N:108]([CH3:107])[C:109]1[CH:114]=[CH:113][CH:112]=[CH:111][CH:110]=1)=[O:69]. (7) Given the reactants [NH:1]1[CH2:6][CH2:5][O:4][C:3]2[CH:7]=[N:8][C:9]([OH:11])=[CH:10][C:2]1=2.[C:12]([O:16][C:17]([N:19]1[CH2:23][CH2:22][C@@H:21](OS(C)(=O)=O)[CH2:20]1)=[O:18])([CH3:15])([CH3:14])[CH3:13].[H-].[Na+], predict the reaction product. The product is: [C:12]([O:16][C:17]([N:19]1[CH2:23][CH2:22][C@H:21]([O:11][C:9]2[N:8]=[CH:7][C:3]3[O:4][CH2:5][CH2:6][NH:1][C:2]=3[CH:10]=2)[CH2:20]1)=[O:18])([CH3:15])([CH3:13])[CH3:14].